Dataset: Forward reaction prediction with 1.9M reactions from USPTO patents (1976-2016). Task: Predict the product of the given reaction. (1) Given the reactants [C:1]([O:5][C:6]([NH:8][C:9]1[CH:14]=[CH:13][C:12]([S:15][C:16]2[CH:24]=[CH:23][C:19]([C:20](O)=[O:21])=[CH:18][C:17]=2[NH:25][C:26]2[C:27]3[CH:35]=[CH:34][C:33]([CH:36]([CH3:38])[CH3:37])=[N:32][C:28]=3[N:29]=[CH:30][N:31]=2)=[CH:11][CH:10]=1)=[O:7])([CH3:4])([CH3:3])[CH3:2].[C:39]([NH2:48])([C:42]1[CH:47]=[CH:46][CH:45]=[CH:44][CH:43]=1)([CH3:41])[CH3:40], predict the reaction product. The product is: [C:1]([O:5][C:6](=[O:7])[NH:8][C:9]1[CH:10]=[CH:11][C:12]([S:15][C:16]2[CH:24]=[CH:23][C:19]([C:20](=[O:21])[NH:48][C:39]([CH3:41])([C:42]3[CH:47]=[CH:46][CH:45]=[CH:44][CH:43]=3)[CH3:40])=[CH:18][C:17]=2[NH:25][C:26]2[C:27]3[CH:35]=[CH:34][C:33]([CH:36]([CH3:38])[CH3:37])=[N:32][C:28]=3[N:29]=[CH:30][N:31]=2)=[CH:13][CH:14]=1)([CH3:2])([CH3:4])[CH3:3]. (2) Given the reactants [F:1][C:2]1[CH:3]=[C:4]([OH:9])[CH:5]=[CH:6][C:7]=1[F:8].[H-].[Na+].C([O:14][C:15](=[O:23])[C:16]1[CH:21]=[CH:20][CH:19]=[N:18][C:17]=1Cl)C.[OH-].[Na+].Cl, predict the reaction product. The product is: [F:1][C:2]1[CH:3]=[C:4]([CH:5]=[CH:6][C:7]=1[F:8])[O:9][C:17]1[N:18]=[CH:19][CH:20]=[CH:21][C:16]=1[C:15]([OH:23])=[O:14]. (3) Given the reactants S(=O)(=O)(O)O.C(OCC)(=O)C.[CH:12]1[CH:13]=[CH:14][C:15]([C@@H:18]2[N:27]([C:28]([O:30][C@@H:31]3[CH:36]4[CH2:37][CH2:38][N:33]([CH2:34][CH2:35]4)[CH2:32]3)=[O:29])[CH2:26][CH2:25][C:24]3[CH:23]=[CH:22][CH:21]=[CH:20][C:19]2=3)=[CH:16][CH:17]=1.S([O-])(O)(=O)=O, predict the reaction product. The product is: [CH:12]1[CH:17]=[CH:16][C:15]([C@@H:18]2[N:27]([C:28]([O:30][C@@H:31]3[CH:36]4[CH2:35][CH2:34][N:33]([CH2:38][CH2:37]4)[CH2:32]3)=[O:29])[CH2:26][CH2:25][C:24]3[CH:23]=[CH:22][CH:21]=[CH:20][C:19]2=3)=[CH:14][CH:13]=1. (4) Given the reactants Cl.[O:2]=[C:3]1[NH:12][C:11]2[N:10]=[CH:9][C:8](/[CH:13]=[CH:14]/[C:15]([OH:17])=O)=[CH:7][C:6]=2[CH2:5][CH2:4]1.[CH:18]1[CH:19]=[CH:20]C2N(O)N=[N:24][C:22]=2[CH:23]=1.CCN(C(C)C)C(C)C.N1CCCCC1.CCN=C=NCCCN(C)C, predict the reaction product. The product is: [O:17]=[C:15]([N:24]1[CH2:20][CH2:19][CH2:18][CH2:23][CH2:22]1)/[CH:14]=[CH:13]/[C:8]1[CH:7]=[C:6]2[C:11](=[N:10][CH:9]=1)[NH:12][C:3](=[O:2])[CH2:4][CH2:5]2. (5) Given the reactants [Mg].Br[CH2:3][CH2:4][C:5]1[CH:10]=[CH:9][CH:8]=[CH:7][CH:6]=1.[CH2:11]([N:18]1[C:22]([C:23](=[O:25])[CH3:24])=[CH:21][N:20]=[CH:19]1)[C:12]1[CH:17]=[CH:16][CH:15]=[CH:14][CH:13]=1.Cl, predict the reaction product. The product is: [CH2:11]([N:18]1[C:22]([C:23]([OH:25])([CH2:3][CH2:4][C:5]2[CH:10]=[CH:9][CH:8]=[CH:7][CH:6]=2)[CH3:24])=[CH:21][N:20]=[CH:19]1)[C:12]1[CH:13]=[CH:14][CH:15]=[CH:16][CH:17]=1. (6) Given the reactants C([N:14]1[CH2:17][C:16]([CH3:19])([OH:18])[CH2:15]1)(C1C=CC=CC=1)C1C=CC=CC=1.[C:20]([OH:26])([C:22]([F:25])([F:24])[F:23])=[O:21], predict the reaction product. The product is: [F:23][C:22]([F:25])([F:24])[C:20]([OH:26])=[O:21].[CH3:19][C:16]1([OH:18])[CH2:17][NH:14][CH2:15]1. (7) Given the reactants C1C=CC(P(C2C=CC=CC=2)C2C=CC=CC=2)=CC=1.N(C(OC(C)C)=O)=NC(OC(C)C)=O.[CH3:34][C:35]1[CH:40]=[C:39]([CH3:41])[N:38]=[C:37]([N:42]2[CH2:47][CH2:46][C:45]([O:50][CH2:51][CH2:52]O)([C:48]#[N:49])[CH2:44][CH2:43]2)[N:36]=1.C1(P([N:68]=[N+:69]=[N-:70])(C2C=CC=CC=2)=O)C=CC=CC=1, predict the reaction product. The product is: [N:68]([CH2:52][CH2:51][O:50][C:45]1([C:48]#[N:49])[CH2:46][CH2:47][N:42]([C:37]2[N:36]=[C:35]([CH3:34])[CH:40]=[C:39]([CH3:41])[N:38]=2)[CH2:43][CH2:44]1)=[N+:69]=[N-:70]. (8) Given the reactants [NH2:1][C:2]1[C:7]2=[N:8][CH:9]=[C:10]([C@H:11]3[C@H:15]([OH:16])[C@H:14]([OH:17])[C@@H:13]([CH2:18][OH:19])[O:12]3)[N:6]2[N:5]=[CH:4][N:3]=1.N1C=CN=C1.Cl[Si:26]([CH:39]([CH3:41])[CH3:40])([CH:36]([CH3:38])[CH3:37])[O:27][Si:28](Cl)([CH:32]([CH3:34])[CH3:33])[CH:29]([CH3:31])[CH3:30], predict the reaction product. The product is: [NH2:1][C:2]1[C:7]2=[N:8][CH:9]=[C:10]([C@@H:11]3[O:12][C@H:13]4[C@@H:14]([O:17][Si:26]([CH:36]([CH3:38])[CH3:37])([CH:39]([CH3:41])[CH3:40])[O:27][Si:28]([CH:32]([CH3:34])[CH3:33])([CH:29]([CH3:30])[CH3:31])[O:19][CH2:18]4)[C@H:15]3[OH:16])[N:6]2[N:5]=[CH:4][N:3]=1. (9) Given the reactants [NH:1]1[C:9]2[C:4](=[C:5]([C:10]3[N:11]=[C:12]([N:25]4[CH2:30][CH2:29][O:28][CH2:27][CH2:26]4)[C:13]4[O:18][C:17]5[N:19]=[CH:20][C:21]([CH:23]=O)=[CH:22][C:16]=5[C:14]=4[N:15]=3)[CH:6]=[CH:7][CH:8]=2)[CH:3]=[CH:2]1.[BH3-]C#N.[Na+].[BH-](OC(C)=O)(OC(C)=O)OC(C)=O.[Na+].CC([O-])=O.[Na+].Cl.[CH:55]1([CH2:58][NH:59][CH3:60])[CH2:57][CH2:56]1, predict the reaction product. The product is: [CH:55]1([CH2:58][N:59]([CH2:23][C:21]2[CH:20]=[N:19][C:17]3[O:18][C:13]4[C:12]([N:25]5[CH2:26][CH2:27][O:28][CH2:29][CH2:30]5)=[N:11][C:10]([C:5]5[CH:6]=[CH:7][CH:8]=[C:9]6[C:4]=5[CH:3]=[CH:2][NH:1]6)=[N:15][C:14]=4[C:16]=3[CH:22]=2)[CH3:60])[CH2:57][CH2:56]1. (10) Given the reactants I[CH2:2][CH3:3].Cl.[NH:5]1[CH2:9][CH2:8][C@@H:7]([CH2:10][C:11]#[N:12])[CH2:6]1.C(=O)([O-])[O-].[K+].[K+].O, predict the reaction product. The product is: [CH2:2]([N:5]1[CH2:9][CH2:8][C@@H:7]([CH2:10][C:11]#[N:12])[CH2:6]1)[CH3:3].